Dataset: Full USPTO retrosynthesis dataset with 1.9M reactions from patents (1976-2016). Task: Predict the reactants needed to synthesize the given product. (1) Given the product [Br:24][C:20]1[CH:19]=[C:18]([C:17]2[C:16]3[C:11](=[CH:12][C:13]([Cl:26])=[C:14]([CH3:25])[CH:15]=3)[O:10][C:9](=[O:27])[C:8]=2[CH2:7][C:6]([OH:28])=[O:5])[CH:23]=[CH:22][CH:21]=1, predict the reactants needed to synthesize it. The reactants are: [OH-].[Na+].C([O:5][C:6](=[O:28])[CH2:7][C:8]1[C:9](=[O:27])[O:10][C:11]2[C:16]([C:17]=1[C:18]1[CH:23]=[CH:22][CH:21]=[C:20]([Br:24])[CH:19]=1)=[CH:15][C:14]([CH3:25])=[C:13]([Cl:26])[CH:12]=2)C.Cl. (2) Given the product [Cl:13][C:10]1[C:9]2[C:4](=[N:5][CH:6]=[CH:7][CH:8]=2)[N:3]=[C:2]([C:17]2[CH:16]=[C:15]([F:14])[CH:20]=[C:19]([F:21])[CH:18]=2)[C:11]=1[CH3:12], predict the reactants needed to synthesize it. The reactants are: Cl[C:2]1[C:11]([CH3:12])=[C:10]([Cl:13])[C:9]2[C:4](=[N:5][CH:6]=[CH:7][CH:8]=2)[N:3]=1.[F:14][C:15]1[CH:16]=[C:17](B(O)O)[CH:18]=[C:19]([F:21])[CH:20]=1.C(=O)([O-])[O-].[K+].[K+]. (3) Given the product [C:1]([O:5][C:6]([N:8]1[CH2:13][CH2:12][N:11]([C:14]([O:16][CH2:17][C:18]2[CH:23]=[CH:22][CH:21]=[CH:20][CH:19]=2)=[O:15])[CH:10]([C:24]([C:37]2[O:38][C:34]3[CH:33]=[CH:32][C:31]([F:30])=[CH:39][C:35]=3[CH:36]=2)=[O:29])[CH2:9]1)=[O:7])([CH3:3])([CH3:4])[CH3:2], predict the reactants needed to synthesize it. The reactants are: [C:1]([O:5][C:6]([N:8]1[CH2:13][CH2:12][N:11]([C:14]([O:16][CH2:17][C:18]2[CH:23]=[CH:22][CH:21]=[CH:20][CH:19]=2)=[O:15])[CH:10]([C:24](=[O:29])NCOC)[CH2:9]1)=[O:7])([CH3:4])([CH3:3])[CH3:2].[F:30][C:31]1[CH:32]=[CH:33][C:34]2[O:38][CH:37]=[CH:36][C:35]=2[CH:39]=1. (4) The reactants are: [Cl:1][C:2]1[CH:3]=[C:4]([S:9](Cl)(=[O:11])=[O:10])[CH:5]=[N:6][C:7]=1[Cl:8].[NH4+:13].[OH-]. Given the product [Cl:1][C:2]1[CH:3]=[C:4]([S:9]([NH2:13])(=[O:11])=[O:10])[CH:5]=[N:6][C:7]=1[Cl:8], predict the reactants needed to synthesize it.